From a dataset of Retrosynthesis with 50K atom-mapped reactions and 10 reaction types from USPTO. Predict the reactants needed to synthesize the given product. (1) Given the product CCOC(=O)c1c(N2CCN(C(=O)c3cccs3)CC2)c2cc(Cl)cnc2n(CC(=O)c2ccccc2)c1=O, predict the reactants needed to synthesize it. The reactants are: CCOC(=O)c1c(N2CCN(C(=O)c3cccs3)CC2)c2cc(Cl)cnc2[nH]c1=O.O=C(CBr)c1ccccc1. (2) Given the product C[C@](N)(Cc1ccc(O)cc1)C(=O)O, predict the reactants needed to synthesize it. The reactants are: C[C@@](Cc1ccc(O)cc1)(NC(=O)OCc1ccccc1)C(=O)O. (3) Given the product CCCCOc1cc(F)ccc1C=CC(=O)OC, predict the reactants needed to synthesize it. The reactants are: CCCCI.COC(=O)C=Cc1ccc(F)cc1O. (4) Given the product COc1cc(-n2nc(-c3c(Cl)cccc3Cl)[nH]c2=O)ccc1C(=O)Nc1cc(C(F)(F)F)ccc1F, predict the reactants needed to synthesize it. The reactants are: COC(=O)c1ccc(-n2nc(-c3c(Cl)cccc3Cl)[nH]c2=O)cc1OC.Nc1cc(C(F)(F)F)ccc1F. (5) Given the product O=C(O)CCNC(=O)[C@H](Cc1ccc(-c2ccccc2)cc1)NCP(=O)(Oc1ccccc1)Oc1ccccc1, predict the reactants needed to synthesize it. The reactants are: O=C(CCNC(=O)[C@H](Cc1ccc(-c2ccccc2)cc1)NCP(=O)(Oc1ccccc1)Oc1ccccc1)OCc1ccccc1. (6) Given the product Brc1ccc(-c2cc3ccccc3c3ccccc23)cc1, predict the reactants needed to synthesize it. The reactants are: Brc1ccc(I)cc1.OB(O)c1cc2ccccc2c2ccccc12. (7) Given the product CCOC(=O)C(C)(C)NCc1cc(O[Si](C)(C)C(C)(C)C)cc(O[Si](C)(C)C(C)(C)C)c1, predict the reactants needed to synthesize it. The reactants are: CC(C)(C)[Si](C)(C)Oc1cc(C=O)cc(O[Si](C)(C)C(C)(C)C)c1.CCOC(=O)C(C)(C)N.